Dataset: CYP2C9 inhibition data for predicting drug metabolism from PubChem BioAssay. Task: Regression/Classification. Given a drug SMILES string, predict its absorption, distribution, metabolism, or excretion properties. Task type varies by dataset: regression for continuous measurements (e.g., permeability, clearance, half-life) or binary classification for categorical outcomes (e.g., BBB penetration, CYP inhibition). Dataset: cyp2c9_veith. (1) The compound is CCc1c2c(nc3ccc(OC)cc13)OC(CC)C2. The result is 0 (non-inhibitor). (2) The compound is COc1ccc(-c2nc3cnc(N4CCOCC4)nc3n(CCC#N)c2=O)cc1. The result is 0 (non-inhibitor). (3) The compound is O=c1c2ccc([N+](=O)[O-])c3cccc(c32)c2nc3ccccc3n12. The result is 0 (non-inhibitor). (4) The compound is O=C(Cc1ccccc1)N/N=C/c1cc(Br)c(Br)o1. The result is 1 (inhibitor). (5) The molecule is CCCc1cc(COC)c(C#N)c(=O)[nH]1. The result is 0 (non-inhibitor).